This data is from Forward reaction prediction with 1.9M reactions from USPTO patents (1976-2016). The task is: Predict the product of the given reaction. Given the reactants CS(O[CH2:6][C@@H:7]1[C@H:10]([NH:11][C:12]([O:14][CH2:15][C:16]2[CH:21]=[CH:20][CH:19]=[CH:18][CH:17]=2)=[O:13])[C:9](=[O:22])[N:8]1[CH2:23][C:24]1[CH:29]=[CH:28][C:27]([O:30][CH3:31])=[CH:26][C:25]=1[O:32][CH3:33])(=O)=O.[CH2:34]([CH2:36][NH2:37])[OH:35].CCN(C(C)C)C(C)C, predict the reaction product. The product is: [CH3:33][O:32][C:25]1[CH:26]=[C:27]([O:30][CH3:31])[CH:28]=[CH:29][C:24]=1[CH2:23][N:8]1[C:9](=[O:22])[C@@H:10]([NH:11][C:12](=[O:13])[O:14][CH2:15][C:16]2[CH:17]=[CH:18][CH:19]=[CH:20][CH:21]=2)[C@H:7]1[CH2:6][NH:37][CH2:36][CH2:34][OH:35].